Dataset: Reaction yield outcomes from USPTO patents with 853,638 reactions. Task: Predict the reaction yield, written as a fraction of the theoretical maximum amount of product (1.0 means a 100% yield; for example, 0.34 means a 34% yield). (1) The reactants are [Cl:1][C:2]1[N:7]=[CH:6][C:5]([CH2:8][NH2:9])=[CH:4][CH:3]=1.[CH2:10]([O:17][C:18]1[CH:23]=[CH:22][N:21]([C:24]2[S:25][C:26]([C:30](O)=[O:31])=[C:27]([CH3:29])[N:28]=2)[C:20](=[O:33])[CH:19]=1)[C:11]1[CH:16]=[CH:15][CH:14]=[CH:13][CH:12]=1. No catalyst specified. The product is [CH2:10]([O:17][C:18]1[CH:23]=[CH:22][N:21]([C:24]2[S:25][C:26]([C:30]([NH:9][CH2:8][C:5]3[CH:6]=[N:7][C:2]([Cl:1])=[CH:3][CH:4]=3)=[O:31])=[C:27]([CH3:29])[N:28]=2)[C:20](=[O:33])[CH:19]=1)[C:11]1[CH:16]=[CH:15][CH:14]=[CH:13][CH:12]=1. The yield is 0.600. (2) The reactants are Br[C:2]1[CH:7]=[CH:6][C:5]([N:8]2[CH:12]=[CH:11][CH:10]=[N:9]2)=[CH:4][C:3]=1[CH3:13].[B:14]1([B:14]2[O:18][C:17]([CH3:20])([CH3:19])[C:16]([CH3:22])([CH3:21])[O:15]2)[O:18][C:17]([CH3:20])([CH3:19])[C:16]([CH3:22])([CH3:21])[O:15]1.C([O-])(=O)C.[K+]. The catalyst is C1C=CC(P(C2C=CC=CC=2)[C-]2C=CC=C2)=CC=1.C1C=CC(P(C2C=CC=CC=2)[C-]2C=CC=C2)=CC=1.Cl[Pd]Cl.[Fe+2]. The product is [CH3:13][C:3]1[CH:4]=[C:5]([N:8]2[CH:12]=[CH:11][CH:10]=[N:9]2)[CH:6]=[CH:7][C:2]=1[B:14]1[O:18][C:17]([CH3:20])([CH3:19])[C:16]([CH3:22])([CH3:21])[O:15]1. The yield is 0.750. (3) The reactants are [AlH4-].[Li+].[CH2:3]([O:6][C:7]([N:9]([CH2:19][C:20]1([C:33](OC)=[O:34])[CH2:25][CH2:24][N:23]([C:26]([O:28][C:29]([CH3:32])([CH3:31])[CH3:30])=[O:27])[CH2:22][CH2:21]1)[C@@H:10]1[CH2:12][C@H:11]1[C:13]1[CH:18]=[CH:17][CH:16]=[CH:15][CH:14]=1)=[O:8])[CH:4]=[CH2:5]. The catalyst is O1CCCC1. The product is [CH2:3]([O:6][C:7]([N:9]([CH2:19][C:20]1([CH2:33][OH:34])[CH2:21][CH2:22][N:23]([C:26]([O:28][C:29]([CH3:31])([CH3:30])[CH3:32])=[O:27])[CH2:24][CH2:25]1)[C@@H:10]1[CH2:12][C@H:11]1[C:13]1[CH:18]=[CH:17][CH:16]=[CH:15][CH:14]=1)=[O:8])[CH:4]=[CH2:5]. The yield is 0.520. (4) The reactants are [CH2:1]([O:8][C:9]1[CH:17]=[C:16]([O:18][CH2:19][C:20]2[CH:25]=[CH:24][CH:23]=[CH:22][CH:21]=2)[C:15]([C:26]([CH3:28])=[CH2:27])=[CH:14][C:10]=1[C:11]([OH:13])=O)[C:2]1[CH:7]=[CH:6][CH:5]=[CH:4][CH:3]=1.[C:29](Cl)(=[O:33])[C:30](Cl)=[O:31].C([N:37]([CH2:40][CH3:41])[CH2:38][CH3:39])C. The catalyst is CN(C=O)C.C(Cl)Cl.C(OCC)(=O)C. The product is [CH2:1]([O:8][C:9]1[CH:17]=[C:16]([O:18][CH2:19][C:20]2[CH:21]=[CH:22][CH:23]=[CH:24][CH:25]=2)[C:15]([C:26]([CH3:28])=[CH2:27])=[CH:14][C:10]=1[C:11]([N:37]1[CH2:38][C:39]2[C:41](=[CH:3][CH:4]=[CH:5][C:6]=2[O:31][CH2:30][CH2:29][O:33][CH2:2][CH2:1][O:8][CH3:9])[CH2:40]1)=[O:13])[C:2]1[CH:3]=[CH:4][CH:5]=[CH:6][CH:7]=1. The yield is 1.00. (5) The reactants are [NH2:1][C:2]1[CH:10]=[C:9]([O:11][CH3:12])[C:8]([O:13][CH3:14])=[CH:7][C:3]=1[C:4]([NH2:6])=[O:5].[CH3:15][C:16]1[CH:17]=[C:18]([CH:21]=[C:22]([CH3:25])[C:23]=1[OH:24])[CH:19]=O.S([O-])(O)=O.[Na+].C1(C)C=CC(S(O)(=O)=O)=CC=1. The catalyst is CN(C)C(=O)C.O. The product is [OH:24][C:23]1[C:22]([CH3:25])=[CH:21][C:18]([C:19]2[NH:6][C:4](=[O:5])[C:3]3[C:2](=[CH:10][C:9]([O:11][CH3:12])=[C:8]([O:13][CH3:14])[CH:7]=3)[N:1]=2)=[CH:17][C:16]=1[CH3:15]. The yield is 0.880. (6) No catalyst specified. The yield is 0.260. The reactants are [OH:1][NH:2][C:3]([C:5]1[C:10]([CH3:11])=[CH:9][CH:8]=[CH:7][N:6]=1)=[NH:4].[CH3:12][S:13][C:14]1[CH:22]=[C:18]([C:19](O)=O)[C:17]([OH:23])=[CH:16][CH:15]=1. The product is [CH3:11][C:10]1[C:5]([C:3]2[N:4]=[C:19]([C:18]3[CH:22]=[C:14]([S:13][CH3:12])[CH:15]=[CH:16][C:17]=3[OH:23])[O:1][N:2]=2)=[N:6][CH:7]=[CH:8][CH:9]=1. (7) The reactants are [CH2:1]([Mg]Br)[CH:2]=[CH2:3].[Cl:6][CH2:7][CH2:8][C:9]([C:11]1[CH:16]=[CH:15][C:14]([F:17])=[CH:13][CH:12]=1)=[O:10]. The catalyst is C1COCC1. The product is [Cl:6][CH2:7][CH2:8][C:9]([C:11]1[CH:12]=[CH:13][C:14]([F:17])=[CH:15][CH:16]=1)([OH:10])[CH2:3][CH:2]=[CH2:1]. The yield is 0.970. (8) The reactants are [N+](C1[C:5]([C:10]2[CH:11]=[C:12]([CH:16]=[CH:17]C=2)[C:13]([OH:15])=O)=[N:6][CH:7]=[CH:8][CH:9]=1)([O-])=O.[F:19][P-](F)(F)(F)(F)F.C[N+](C)=C(N(C)C)ON1C2N=CC=C[C:33]=2[N:32]=[N:31]1.CN1[CH2:49][CH2:48]OCC1.O.NN.[CH3:53][N:54]([CH3:57])[CH:55]=O. The catalyst is C(#N)C. The product is [F:19][CH2:48][CH2:49][CH2:55][N:54]1[C:57]2[CH:17]=[CH:16][C:12]([C:13]3[O:15][CH:33]=[N:32][N:31]=3)=[CH:11][C:10]=2[C:5]2[N:6]=[CH:7][CH:8]=[CH:9][C:53]1=2. The yield is 1.00. (9) The reactants are [C:1]([C:3]1[CH:8]=[CH:7][C:6]([C:9]2[CH:10]=[N:11][N:12]([C:15]3[CH:23]=[CH:22][C:18]([C:19]([OH:21])=O)=[CH:17][N:16]=3)[C:13]=2[OH:14])=[CH:5][CH:4]=1)#[N:2].CCN(CC)CC.[C:31]([O:35][C:36](=[O:43])[N:37]([CH2:39][CH2:40][CH2:41][NH2:42])[CH3:38])([CH3:34])([CH3:33])[CH3:32]. The catalyst is CN(C=O)C. The product is [C:1]([C:3]1[CH:4]=[CH:5][C:6]([C:9]2[CH:10]=[N:11][N:12]([C:15]3[CH:23]=[CH:22][C:18]([C:19]([NH:42][CH2:41][CH2:40][CH2:39][N:37]([CH3:38])[C:36](=[O:43])[O:35][C:31]([CH3:32])([CH3:34])[CH3:33])=[O:21])=[CH:17][N:16]=3)[C:13]=2[OH:14])=[CH:7][CH:8]=1)#[N:2]. The yield is 0.480. (10) The reactants are [Cl:1][C:2]1[CH:3]=[C:4]([C:17]([N:19]2[CH2:24][CH2:23][CH2:22][CH:21]([CH3:25])[CH2:20]2)=[O:18])[CH:5]=[N:6][C:7]=1[NH:8][C:9]1[CH:10]=[N:11][C:12]([O:15]C)=[CH:13][CH:14]=1.ClC1C(Cl)=NC=C(C=1)C(O)=O.CC1CCCNC1.NC1C=NC(OC)=CC=1.I[Si](C)(C)C. The catalyst is ClCCCl. The product is [Cl:1][C:2]1[C:7]([NH:8][C:9]2[CH:14]=[CH:13][C:12](=[O:15])[NH:11][CH:10]=2)=[N:6][CH:5]=[C:4]([C:17]([N:19]2[CH2:24][CH2:23][CH2:22][CH:21]([CH3:25])[CH2:20]2)=[O:18])[CH:3]=1. The yield is 0.850.